This data is from Full USPTO retrosynthesis dataset with 1.9M reactions from patents (1976-2016). The task is: Predict the reactants needed to synthesize the given product. (1) The reactants are: [Br:1][C:2]1[C:3]([CH:7]=[O:8])=[CH:4][S:5][CH:6]=1.[C:9]1([CH2:15][CH2:16][CH2:17][Mg]Br)[CH:14]=[CH:13][CH:12]=[CH:11][CH:10]=1. Given the product [Br:1][C:2]1[C:3]([CH:7]([OH:8])[CH2:17][CH2:16][CH2:15][C:9]2[CH:14]=[CH:13][CH:12]=[CH:11][CH:10]=2)=[CH:4][S:5][CH:6]=1, predict the reactants needed to synthesize it. (2) Given the product [Cl:36][C:37]1[CH:42]=[CH:41][C:40]([S:43]([NH:1][C:2]2[C:11]([O:12][C:13]3[CH:18]=[CH:17][C:16]([CH2:19][C:20]([OH:22])=[O:21])=[CH:15][C:14]=3[O:25][CH3:26])=[CH:10][CH:9]=[C:8]3[C:3]=2[CH:4]=[CH:5][C:6](=[O:27])[NH:7]3)(=[O:45])=[O:44])=[CH:39][CH:38]=1, predict the reactants needed to synthesize it. The reactants are: [NH2:1][C:2]1[C:11]([O:12][C:13]2[CH:18]=[CH:17][C:16]([CH2:19][C:20]([O:22]CC)=[O:21])=[CH:15][C:14]=2[O:25][CH3:26])=[CH:10][CH:9]=[C:8]2[C:3]=1[CH:4]=[CH:5][C:6](=[O:27])[NH:7]2.N1C(C)=CC=CC=1C.[Cl:36][C:37]1[CH:42]=[CH:41][C:40]([S:43](Cl)(=[O:45])=[O:44])=[CH:39][CH:38]=1.[OH-].[Na+].Cl.